Predict the reaction yield, written as a fraction of the theoretical maximum amount of product (1.0 means a 100% yield; for example, 0.34 means a 34% yield). From a dataset of Reaction yield outcomes from USPTO patents with 853,638 reactions. The reactants are C([C@@:4]1([C:26]2[CH:31]=[CH:30][CH:29]=[CH:28][CH:27]=2)[O:9][C:8](=[O:10])[N:7]([C@H](C2C=CC(C3C=NC(N)=CC=3)=CC=2)C)[CH2:6][CH2:5]1)C=C. The catalyst is O1CCCC1. The product is [C:26]1([CH:4]2[O:9][C:8](=[O:10])[NH:7][CH2:6][CH2:5]2)[CH:27]=[CH:28][CH:29]=[CH:30][CH:31]=1. The yield is 0.410.